From a dataset of Forward reaction prediction with 1.9M reactions from USPTO patents (1976-2016). Predict the product of the given reaction. (1) Given the reactants [N:1]1[CH:6]=[CH:5][CH:4]=[C:3]([C:7]#[C:8][C:9]2[CH:10]=[C:11]([O:28][C:29]([F:32])([F:31])[F:30])[CH:12]=[C:13]3[C:18]=2[O:17][CH:16]([C:19]([F:22])([F:21])[F:20])[C:15]([C:23]([O:25]CC)=[O:24])=[CH:14]3)[CH:2]=1, predict the reaction product. The product is: [N:1]1[CH:6]=[CH:5][CH:4]=[C:3]([C:7]#[C:8][C:9]2[CH:10]=[C:11]([O:28][C:29]([F:32])([F:30])[F:31])[CH:12]=[C:13]3[C:18]=2[O:17][CH:16]([C:19]([F:22])([F:21])[F:20])[C:15]([C:23]([OH:25])=[O:24])=[CH:14]3)[CH:2]=1. (2) Given the reactants Cl[C:2]1[CH:3]=[CH:4][CH:5]=[C:6]2[C:10]=1[N:9]([CH2:11][CH2:12][CH3:13])[N:8]=[C:7]2[C:14]1[CH:19]=[CH:18][C:17]([O:20][CH3:21])=[C:16]([F:22])[CH:15]=1.Cl.[C:24]1([Mg]Br)[CH:29]=[CH:28][CH:27]=[CH:26][CH:25]=1, predict the reaction product. The product is: [F:22][C:16]1[CH:15]=[C:14]([C:7]2[C:6]3[C:10](=[C:2]([C:24]4[CH:29]=[CH:28][CH:27]=[CH:26][CH:25]=4)[CH:3]=[CH:4][CH:5]=3)[N:9]([CH2:11][CH2:12][CH3:13])[N:8]=2)[CH:19]=[CH:18][C:17]=1[O:20][CH3:21]. (3) The product is: [Cl:27][C:24]1[CH:25]=[CH:26][C:11]([NH:10][C:32](=[O:33])[C:31]2[CH:35]=[CH:36][CH:37]=[C:29]([F:28])[C:30]=2[C:38]([F:41])([F:39])[F:40])=[C:12]([C:13]([NH:15][CH2:16][CH:17]2[CH2:22][CH2:21][CH2:20][CH2:19][CH2:18]2)=[O:14])[CH:23]=1. Given the reactants C(N(C(C)C)CC)(C)C.[NH2:10][C:11]1[CH:26]=[CH:25][C:24]([Cl:27])=[CH:23][C:12]=1[C:13]([NH:15][CH2:16][CH:17]1[CH2:22][CH2:21][CH2:20][CH2:19][CH2:18]1)=[O:14].[F:28][C:29]1[C:30]([C:38]([F:41])([F:40])[F:39])=[C:31]([CH:35]=[CH:36][CH:37]=1)[C:32](Cl)=[O:33], predict the reaction product. (4) Given the reactants [CH:1]1([N:6]2[C:10]3[N:11]=[C:12]([S:15][CH3:16])[N:13]=[CH:14][C:9]=3[CH:8]=[C:7]2[CH2:17][OH:18])[CH2:5][CH2:4][CH2:3][CH2:2]1, predict the reaction product. The product is: [CH:1]1([N:6]2[C:10]3[N:11]=[C:12]([S:15][CH3:16])[N:13]=[CH:14][C:9]=3[CH:8]=[C:7]2[CH:17]=[O:18])[CH2:2][CH2:3][CH2:4][CH2:5]1. (5) The product is: [Br:25][C:21]1[CH:22]=[C:23]([CH3:24])[C:18]([NH:17][C:15]2[C:14]([N+:27]([O-:29])=[O:28])=[C:13](/[CH:30]=[CH:36]/[N:37]([CH3:39])[CH3:38])[N:12]=[C:11]([NH:10][C:8]3[CH:7]=[CH:6][C:3]([C:4]#[N:5])=[CH:2][CH:9]=3)[N:16]=2)=[C:19]([CH3:26])[CH:20]=1. Given the reactants C[C:2]1[CH:9]=[C:8]([NH:10][C:11]2[N:16]=[C:15]([NH:17][C:18]3[C:23]([CH3:24])=[CH:22][C:21]([Br:25])=[CH:20][C:19]=3[CH3:26])[C:14]([N+:27]([O-:29])=[O:28])=[C:13]([CH3:30])[N:12]=2)[CH:7]=[CH:6][C:3]=1[C:4]#[N:5].C(O[CH:36](N(C)C)[N:37]([CH3:39])[CH3:38])(C)(C)C, predict the reaction product.